Task: Binary Classification. Given a miRNA mature sequence and a target amino acid sequence, predict their likelihood of interaction.. Dataset: Experimentally validated miRNA-target interactions with 360,000+ pairs, plus equal number of negative samples The miRNA is hsa-miR-4766-5p with sequence UCUGAAAGAGCAGUUGGUGUU. The protein sequence of the target gene is MAYQSLRLEYLQIPPVSRAYTTACVLTTAAVQLELITPFQLYFNPELIFKHFQIWRLITNFLFFGPVGFNFLFNMIFLYRYCRMLEEGSFRGRTADFVFMFLFGGFLMTLFGLFVSLVFLGQAFTIMLVYVWSRRNPYVRMNFFGLLNFQAPFLPWVLMGFSLLLGNSIIVDLLGIAVGHIYFFLEDIFPNQPGGIRILKTPSILRTIFDTPDEDPNYNPLPEERPGGFAWGEGQRLGG. Result: 0 (no interaction).